This data is from NCI-60 drug combinations with 297,098 pairs across 59 cell lines. The task is: Regression. Given two drug SMILES strings and cell line genomic features, predict the synergy score measuring deviation from expected non-interaction effect. (1) Drug 2: CN(C)C1=NC(=NC(=N1)N(C)C)N(C)C. Cell line: KM12. Synergy scores: CSS=-5.71, Synergy_ZIP=2.63, Synergy_Bliss=-0.156, Synergy_Loewe=-5.11, Synergy_HSA=-4.61. Drug 1: C1CCN(CC1)CCOC2=CC=C(C=C2)C(=O)C3=C(SC4=C3C=CC(=C4)O)C5=CC=C(C=C5)O. (2) Drug 1: CS(=O)(=O)C1=CC(=C(C=C1)C(=O)NC2=CC(=C(C=C2)Cl)C3=CC=CC=N3)Cl. Drug 2: C#CCC(CC1=CN=C2C(=N1)C(=NC(=N2)N)N)C3=CC=C(C=C3)C(=O)NC(CCC(=O)O)C(=O)O. Cell line: U251. Synergy scores: CSS=5.82, Synergy_ZIP=-3.58, Synergy_Bliss=-3.05, Synergy_Loewe=-4.63, Synergy_HSA=-1.92.